From a dataset of Reaction yield outcomes from USPTO patents with 853,638 reactions. Predict the reaction yield, written as a fraction of the theoretical maximum amount of product (1.0 means a 100% yield; for example, 0.34 means a 34% yield). (1) The reactants are Cl[C:2]1[N:3]=[CH:4][C:5]2[C:11]([CH:12]([F:14])[F:13])=[N:10][CH:9]=[C:8]([I:15])[C:6]=2[N:7]=1.C(N(C(C)C)C(C)C)C.C(O)C.[C:28]([O:32][C:33](=[O:42])[NH:34][C@H:35]1[CH2:40][CH2:39][CH2:38][CH2:37][C@H:36]1[NH2:41])([CH3:31])([CH3:30])[CH3:29]. The catalyst is C(#N)C. The product is [C:28]([O:32][C:33](=[O:42])[NH:34][C@H:35]1[CH2:40][CH2:39][CH2:38][CH2:37][C@H:36]1[NH:41][C:2]1[N:3]=[CH:4][C:5]2[C:11]([CH:12]([F:14])[F:13])=[N:10][CH:9]=[C:8]([I:15])[C:6]=2[N:7]=1)([CH3:31])([CH3:29])[CH3:30]. The yield is 0.770. (2) The reactants are [NH2:1][C:2]1[CH:3]=[N:4][CH:5]=[CH:6][CH:7]=1.C(N(CC)CC)C.Cl[C:16](Cl)([O:18]C(=O)OC(Cl)(Cl)Cl)Cl.[Cl:27][C:28]1[CH:29]=[C:30]([C:34]2[CH:35]=[CH:36][C:37]3[C:43](=[O:44])[CH2:42][CH2:41][CH2:40][NH:39][C:38]=3[N:45]=2)[CH:31]=[CH:32][CH:33]=1. The catalyst is C1COCC1.O. The product is [Cl:27][C:28]1[CH:29]=[C:30]([C:34]2[CH:35]=[CH:36][C:37]3[C:43](=[O:44])[CH2:42][CH2:41][CH2:40][N:39]([C:16]([NH:1][C:2]4[CH:3]=[N:4][CH:5]=[CH:6][CH:7]=4)=[O:18])[C:38]=3[N:45]=2)[CH:31]=[CH:32][CH:33]=1. The yield is 0.480. (3) The reactants are O[CH2:2][CH2:3][CH2:4][C:5]1[C:6](=[O:12])[NH:7][NH:8][C:9](=[O:11])[CH:10]=1.C1(P(C2C=CC=CC=2)C2C=CC=CC=2)C=CC=CC=1.N(C(OC(C)C)=O)=NC(OC(C)C)=O. The catalyst is C1COCC1. The product is [N:7]1[NH:8][C:9](=[O:11])[CH:10]=[C:5]2[CH2:4][CH2:3][CH2:2][O:12][C:6]=12. The yield is 0.790. (4) The reactants are [N+:1]([C:4]1[CH:9]=[CH:8][C:7]([NH2:10])=[C:6]([NH2:11])[CH:5]=1)([O-:3])=[O:2].[CH3:12][C:13]([CH:15]=O)=O. The catalyst is O. The product is [CH3:15][C:13]1[CH:12]=[N:11][C:6]2[C:7](=[CH:8][CH:9]=[C:4]([N+:1]([O-:3])=[O:2])[CH:5]=2)[N:10]=1. The yield is 0.600. (5) The reactants are CCN(C(C)C)C(C)C.[CH2:10]([O:12][C:13]([C:15]1[C:16]([CH3:23])=[N:17][C:18](O)=[N:19][C:20]=1[CH3:21])=[O:14])[CH3:11].O=P(Cl)(Cl)[Cl:26]. No catalyst specified. The product is [CH2:10]([O:12][C:13]([C:15]1[C:16]([CH3:23])=[N:17][C:18]([Cl:26])=[N:19][C:20]=1[CH3:21])=[O:14])[CH3:11]. The yield is 0.390. (6) The reactants are Br[C:2]1[CH:7]=[CH:6][C:5]([Cl:8])=[CH:4][N:3]=1.CCCCCC.C([Li])CCC.CN(C)[CH:22]=[O:23].[BH4-].[Na+]. The catalyst is O1CCCC1.O.C1(C)C=CC=CC=1. The product is [Cl:8][C:5]1[CH:6]=[CH:7][C:2]([CH2:22][OH:23])=[N:3][CH:4]=1. The yield is 0.470.